From a dataset of Forward reaction prediction with 1.9M reactions from USPTO patents (1976-2016). Predict the product of the given reaction. (1) Given the reactants [C:1]([C:3]1[CH:10]=[CH:9][C:6]([CH2:7]O)=[CH:5][CH:4]=1)#[CH:2].[NH:11]1[CH2:16][CH2:15][O:14][CH2:13][CH2:12]1.[I-].C(C[P+](C)(C)C)#N.C(N(C(C)C)C(C)C)C.C([O-])(O)=O.[Na+], predict the reaction product. The product is: [C:1]([C:3]1[CH:10]=[CH:9][C:6]([CH2:7][N:11]2[CH2:16][CH2:15][O:14][CH2:13][CH2:12]2)=[CH:5][CH:4]=1)#[CH:2]. (2) Given the reactants [CH3:1][O:2][C:3](=[O:32])[C:4]1[CH:9]=[CH:8][N:7]=[C:6]([O:10][CH:11]2[CH2:16][CH2:15][CH:14]([CH3:17])[N:13]([C:18](=[O:30])[C:19]3[CH:24]=[CH:23][CH:22]=[CH:21][C:20]=3[N:25]3[N:29]=[CH:28][CH:27]=[N:26]3)[CH2:12]2)[C:5]=1Cl.[CH3:33]B(O)O.[O-]P([O-])([O-])=O.[K+].[K+].[K+], predict the reaction product. The product is: [CH3:1][O:2][C:3](=[O:32])[C:4]1[CH:9]=[CH:8][N:7]=[C:6]([O:10][CH:11]2[CH2:16][CH2:15][CH:14]([CH3:17])[N:13]([C:18](=[O:30])[C:19]3[CH:24]=[CH:23][CH:22]=[CH:21][C:20]=3[N:25]3[N:29]=[CH:28][CH:27]=[N:26]3)[CH2:12]2)[C:5]=1[CH3:33]. (3) Given the reactants [F:1][C:2]1[C:3]([CH3:29])=[C:4]([CH:26]=[CH:27][CH:28]=1)[O:5][C:6]1[C:7]([C:23]([NH2:25])=[O:24])=[C:8]([NH:14][C:15]2[CH:20]=[CH:19][C:18]([I:21])=[CH:17][C:16]=2[F:22])[N:9]([CH3:13])[C:10](=[O:12])[CH:11]=1.[F:30][B-](F)(F)F.F[B-](F)(F)F.ClC[N+]12CC[N+](F)(CC1)CC2, predict the reaction product. The product is: [F:30][C:11]1[C:10](=[O:12])[N:9]([CH3:13])[C:8]([NH:14][C:15]2[CH:20]=[CH:19][C:18]([I:21])=[CH:17][C:16]=2[F:22])=[C:7]([C:23]([NH2:25])=[O:24])[C:6]=1[O:5][C:4]1[CH:26]=[CH:27][CH:28]=[C:2]([F:1])[C:3]=1[CH3:29]. (4) Given the reactants C([O:8][C:9]1[CH:14]=[CH:13][C:12]([C:15]2[CH:23]=[C:22]3[C:18]([C:19]([C:24]4[CH:33]=[CH:32][C:31]5[C:26](=[CH:27][CH:28]=[CH:29][CH:30]=5)[CH:25]=4)=[N:20][NH:21]3)=[CH:17][CH:16]=2)=[CH:11][C:10]=1[O:34][CH3:35])C1C=CC=CC=1, predict the reaction product. The product is: [CH:25]1[C:26]2[C:31](=[CH:30][CH:29]=[CH:28][CH:27]=2)[CH:32]=[CH:33][C:24]=1[C:19]1[C:18]2[C:22](=[CH:23][C:15]([C:12]3[CH:13]=[CH:14][C:9]([OH:8])=[C:10]([O:34][CH3:35])[CH:11]=3)=[CH:16][CH:17]=2)[NH:21][N:20]=1. (5) Given the reactants [H-].[Na+].[CH3:3][O:4][CH2:5][CH2:6][NH:7][S:8]([C:11]1[CH:16]=[CH:15][C:14]([I:17])=[CH:13][CH:12]=1)(=[O:10])=[O:9].I[CH3:19].O, predict the reaction product. The product is: [CH3:3][O:4][CH2:5][CH2:6][N:7]([CH3:19])[S:8]([C:11]1[CH:16]=[CH:15][C:14]([I:17])=[CH:13][CH:12]=1)(=[O:10])=[O:9]. (6) Given the reactants [C:1]([OH:6])(=[O:5])[C:2]([OH:4])=[O:3], predict the reaction product. The product is: [C:1]([O-:6])(=[O:5])[C:2]([O-:4])=[O:3].[C:1]([OH:6])(=[O:5])[C:2]([OH:4])=[O:3]. (7) Given the reactants FC(F)(F)C(O)=O.[NH2:8][CH2:9][CH2:10][C:11]1[CH:18]=[CH:17][C:14]([C:15]#[N:16])=[C:13]([CH3:19])[CH:12]=1.C(N(CC)CC)C.[CH:27](=O)[CH2:28][CH2:29][CH3:30].[BH4-].[Na+], predict the reaction product. The product is: [CH2:27]([NH:8][CH2:9][CH2:10][C:11]1[CH:18]=[CH:17][C:14]([C:15]#[N:16])=[C:13]([CH3:19])[CH:12]=1)[CH2:28][CH2:29][CH3:30]. (8) Given the reactants [N+:1]([C:4]1[CH:12]=[CH:11][CH:10]=[C:9]2[C:5]=1[CH:6]=[N:7][NH:8]2)([O-:3])=[O:2].I[CH2:14][CH:15]([CH3:17])[CH3:16].C(N1C2C(=C([N+]([O-])=O)C=CC=2)C=N1)C, predict the reaction product. The product is: [CH2:14]([N:8]1[C:9]2[C:5](=[C:4]([N+:1]([O-:3])=[O:2])[CH:12]=[CH:11][CH:10]=2)[CH:6]=[N:7]1)[CH:15]([CH3:17])[CH3:16]. (9) Given the reactants CCCC[CH2:5][CH3:6].[CH2:7]([Li])[CH2:8][CH2:9][CH3:10].[C:12]1([C:31]2[CH:36]=[CH:35][CH:34]=[CH:33][CH:32]=2)[CH:17]=[CH:16][CH:15]=[CH:14][C:13]=1[NH:18][C:19]1[C:24]([C:25]2[CH:30]=CC=CC=2)=CC=CN=1.CCCCCCC.[B:44](Cl)(Cl)Cl.[Cl-].[Cl-].[Cl-].[Al+3].CC1(C)CCC[C:55](C)(C)[NH:54]1.CCCCCCCC, predict the reaction product. The product is: [N:54]1[C:55]2[C:17]3=[C:16]4[B:44]([C:36]5[CH:35]=[CH:34][CH:33]=[CH:32][C:31]=5[C:12]3=[C:13]3[CH:30]=[CH:25][CH:24]=[CH:19][N:18]3[C:10]=2[CH:9]=[CH:8][CH:7]=1)[CH:5]=[CH:6][CH:14]=[CH:15]4. (10) The product is: [CH2:20]([O:22][CH2:23][O:9][C:8](=[O:10])[CH:7]=[CH:6][C:5]1[CH:4]=[CH:3][C:2]([OH:1])=[CH:12][CH:11]=1)[CH3:21]. Given the reactants [OH:1][C:2]1[CH:12]=[CH:11][C:5]([CH:6]=[CH:7][C:8]([OH:10])=[O:9])=[CH:4][CH:3]=1.C(N(CC)CC)C.[CH2:20]([O:22][CH2:23]Cl)[CH3:21], predict the reaction product.